Predict which catalyst facilitates the given reaction. From a dataset of Catalyst prediction with 721,799 reactions and 888 catalyst types from USPTO. (1) Product: [F:23][C:18]1[CH:19]=[CH:20][CH:21]=[CH:22][C:17]=1[N:7]1[C:6](=[O:24])[C:5]2=[CH:4][N:25]([CH2:26][CH:27]3[CH2:32][CH2:31][N:30]([C:33]4[CH:38]=[CH:37][CH:36]=[CH:35][CH:34]=4)[C:29](=[O:39])[CH2:28]3)[C:15]3[CH:14]=[CH:13][CH:12]=[CH:11][C:10]=3[C:9]2=[N:8]1. Reactant: CN(/[CH:4]=[C:5]1\[C:6](=[O:24])[N:7]([C:17]2[CH:22]=[CH:21][CH:20]=[CH:19][C:18]=2[F:23])[N:8]=[C:9]\1[C:10]1[CH:15]=[CH:14][CH:13]=[CH:12][C:11]=1F)C.[NH2:25][CH2:26][CH:27]1[CH2:32][CH2:31][N:30]([C:33]2[CH:38]=[CH:37][CH:36]=[CH:35][CH:34]=2)[C:29](=[O:39])[CH2:28]1.C(=O)([O-])[O-].[K+].[K+].C(=O)(O)[O-].[Na+]. The catalyst class is: 16. (2) Reactant: [F:1][C:2]([F:36])([F:35])[C:3]1[CH:8]=[CH:7][C:6]([C:9]2[CH:10]=[C:11]([C:25]([CH2:32][CH:33]=[CH2:34])([CH2:29][CH:30]=[CH2:31])[C:26]([OH:28])=[O:27])[CH:12]=[CH:13][C:14]=2[C:15]2[CH:20]=[CH:19][C:18]([C:21]([F:24])([F:23])[F:22])=[CH:17][CH:16]=2)=[CH:5][CH:4]=1. Product: [F:1][C:2]([F:35])([F:36])[C:3]1[CH:4]=[CH:5][C:6]([C:9]2[CH:10]=[C:11]([C:25]([CH2:32][CH2:33][CH3:34])([CH2:29][CH2:30][CH3:31])[C:26]([OH:28])=[O:27])[CH:12]=[CH:13][C:14]=2[C:15]2[CH:20]=[CH:19][C:18]([C:21]([F:23])([F:24])[F:22])=[CH:17][CH:16]=2)=[CH:7][CH:8]=1. The catalyst class is: 29. (3) Reactant: Cl[C:2]1[CH:7]=[C:6]([NH2:8])[CH:5]=[CH:4][N:3]=1.[N-:9]=[N+:10]=[N-:11].[Na+].[NH4+].[Cl-]. Product: [N:9]([C:2]1[CH:7]=[C:6]([NH2:8])[CH:5]=[CH:4][N:3]=1)=[N+:10]=[N-:11]. The catalyst class is: 3. (4) Reactant: [F:1][C:2]1[CH:7]=[C:6]([F:8])[CH:5]=[CH:4][C:3]=1[C:9]1([C:12]([F:29])([F:28])[C:13]2[N:18]=[CH:17][C:16]([O:19][C:20]3[CH:27]=[CH:26][C:23]([C:24]#[N:25])=[CH:22][CH:21]=3)=[CH:15][CH:14]=2)[CH2:11][O:10]1.[N-:30]=[N+:31]=[N-:32].[Na+].C([O-])(O)=O.[Na+]. Product: [N:30]([CH2:11][C:9]([C:3]1[CH:4]=[CH:5][C:6]([F:8])=[CH:7][C:2]=1[F:1])([OH:10])[C:12]([C:13]1[N:18]=[CH:17][C:16]([O:19][C:20]2[CH:21]=[CH:22][C:23]([C:24]#[N:25])=[CH:26][CH:27]=2)=[CH:15][CH:14]=1)([F:29])[F:28])=[N+:31]=[N-:32]. The catalyst class is: 3. (5) Reactant: [CH3:1][O:2][C:3]1[CH:17]=[CH:16][C:6]([CH2:7][O:8][C:9]2[C:14](=[O:15])[CH:13]=[CH:12][NH:11][CH:10]=2)=[CH:5][CH:4]=1.[Br:18][C:19]1[CH:24]=[CH:23][CH:22]=[C:21](Br)[N:20]=1. Product: [Br:18][C:19]1[N:20]=[C:21]([N:11]2[CH:12]=[CH:13][C:14](=[O:15])[C:9]([O:8][CH2:7][C:6]3[CH:5]=[CH:4][C:3]([O:2][CH3:1])=[CH:17][CH:16]=3)=[CH:10]2)[CH:22]=[CH:23][CH:24]=1. The catalyst class is: 16.